Binary Classification. Given a drug SMILES string, predict its activity (active/inactive) in a high-throughput screening assay against a specified biological target. From a dataset of HIV replication inhibition screening data with 41,000+ compounds from the AIDS Antiviral Screen. (1) The compound is COc1ccc(C2C(Cl)C(=O)N2NC(=O)c2ccc(NC(C)=O)cc2)cc1. The result is 0 (inactive). (2) The result is 0 (inactive). The molecule is NC(=O)CN1CC(C2=C(O)CN(CC(N)=O)C2=O)=CC1=O. (3) The compound is O=C(NNC(=S)Nc1ccccc1)c1csc(NC(=S)NC2CCCCC2)n1. The result is 0 (inactive).